From a dataset of Peptide-MHC class II binding affinity with 134,281 pairs from IEDB. Regression. Given a peptide amino acid sequence and an MHC pseudo amino acid sequence, predict their binding affinity value. This is MHC class II binding data. The peptide sequence is TATELNNALQNLART. The MHC is DRB1_1501 with pseudo-sequence DRB1_1501. The binding affinity (normalized) is 0.122.